This data is from Full USPTO retrosynthesis dataset with 1.9M reactions from patents (1976-2016). The task is: Predict the reactants needed to synthesize the given product. Given the product [CH:1]([CH:4]1[C:9](=[O:10])[N:8]([CH3:11])[C:7]2[CH:12]=[C:13]([C:37]#[N:38])[CH:14]=[C:15]([C:16]3[C:17]4[CH:26]=[CH:25][NH:24][C:18]=4[C:19](=[O:23])[N:20]([CH3:22])[CH:21]=3)[C:6]=2[O:5]1)([CH3:3])[CH3:2], predict the reactants needed to synthesize it. The reactants are: [CH:1]([CH:4]1[C:9](=[O:10])[N:8]([CH3:11])[C:7]2[CH:12]=[C:13]([C:37]#[N:38])[CH:14]=[C:15]([C:16]3[C:17]4[CH:26]=[CH:25][N:24](S(C5C=CC(C)=CC=5)(=O)=O)[C:18]=4[C:19](=[O:23])[N:20]([CH3:22])[CH:21]=3)[C:6]=2[O:5]1)([CH3:3])[CH3:2].